Dataset: Catalyst prediction with 721,799 reactions and 888 catalyst types from USPTO. Task: Predict which catalyst facilitates the given reaction. Reactant: [F-].C([N+](CCCC)(CCCC)CCCC)CCC.[Si]([O:26][C:27]1[CH:32]=[CH:31][C:30]([N:33]([C:80]2[CH:81]=[C:82]3[CH:88]=[CH:87][N:86]([CH3:89])[C:83]3=[N:84][CH:85]=2)[C:34]([C:36]2[CH:37]=[C:38]([C:45]3[CH:50]=[CH:49][C:48]([O:51][CH2:52][C:53](=[O:60])[N:54]4[CH2:59][CH2:58][CH2:57][CH2:56][CH2:55]4)=[CH:47][C:46]=3[C:61]([N:63]3[C@H:72]([CH2:73][N:74]4[CH2:79][CH2:78][O:77][CH2:76][CH2:75]4)[CH2:71][C:70]4[C:65](=[CH:66][CH:67]=[CH:68][CH:69]=4)[CH2:64]3)=[O:62])[N:39]3[C:44]=2[CH2:43][CH2:42][CH2:41][CH2:40]3)=[O:35])=[CH:29][CH:28]=1)(C(C)(C)C)(C)C.C(OCC)(=O)C.C([O-])(O)=O.[Na+]. Product: [OH:26][C:27]1[CH:28]=[CH:29][C:30]([N:33]([C:80]2[CH:81]=[C:82]3[CH:88]=[CH:87][N:86]([CH3:89])[C:83]3=[N:84][CH:85]=2)[C:34]([C:36]2[CH:37]=[C:38]([C:45]3[CH:50]=[CH:49][C:48]([O:51][CH2:52][C:53](=[O:60])[N:54]4[CH2:59][CH2:58][CH2:57][CH2:56][CH2:55]4)=[CH:47][C:46]=3[C:61]([N:63]3[C@H:72]([CH2:73][N:74]4[CH2:75][CH2:76][O:77][CH2:78][CH2:79]4)[CH2:71][C:70]4[C:65](=[CH:66][CH:67]=[CH:68][CH:69]=4)[CH2:64]3)=[O:62])[N:39]3[C:44]=2[CH2:43][CH2:42][CH2:41][CH2:40]3)=[O:35])=[CH:31][CH:32]=1. The catalyst class is: 7.